Task: Regression. Given two drug SMILES strings and cell line genomic features, predict the synergy score measuring deviation from expected non-interaction effect.. Dataset: NCI-60 drug combinations with 297,098 pairs across 59 cell lines (1) Drug 1: CN(CCCl)CCCl.Cl. Drug 2: C1CNP(=O)(OC1)N(CCCl)CCCl. Cell line: K-562. Synergy scores: CSS=34.7, Synergy_ZIP=-9.80, Synergy_Bliss=-1.82, Synergy_Loewe=-11.6, Synergy_HSA=-0.756. (2) Drug 1: C1=CC(=CC=C1CC(C(=O)O)N)N(CCCl)CCCl.Cl. Drug 2: CC1CCCC2(C(O2)CC(NC(=O)CC(C(C(=O)C(C1O)C)(C)C)O)C(=CC3=CSC(=N3)C)C)C. Cell line: HOP-92. Synergy scores: CSS=12.5, Synergy_ZIP=-2.86, Synergy_Bliss=-0.290, Synergy_Loewe=-0.813, Synergy_HSA=-0.856. (3) Drug 1: CC1C(C(CC(O1)OC2CC(CC3=C2C(=C4C(=C3O)C(=O)C5=C(C4=O)C(=CC=C5)OC)O)(C(=O)CO)O)N)O.Cl. Drug 2: C1=CC=C(C(=C1)C(C2=CC=C(C=C2)Cl)C(Cl)Cl)Cl. Cell line: TK-10. Synergy scores: CSS=13.8, Synergy_ZIP=4.56, Synergy_Bliss=16.8, Synergy_Loewe=-22.8, Synergy_HSA=0.814. (4) Drug 1: C1CC(=O)NC(=O)C1N2C(=O)C3=CC=CC=C3C2=O. Drug 2: C1CNP(=O)(OC1)N(CCCl)CCCl. Cell line: RPMI-8226. Synergy scores: CSS=-0.882, Synergy_ZIP=6.29, Synergy_Bliss=-0.0956, Synergy_Loewe=-2.29, Synergy_HSA=-2.32. (5) Drug 1: CCC1(CC2CC(C3=C(CCN(C2)C1)C4=CC=CC=C4N3)(C5=C(C=C6C(=C5)C78CCN9C7C(C=CC9)(C(C(C8N6C=O)(C(=O)OC)O)OC(=O)C)CC)OC)C(=O)OC)O.OS(=O)(=O)O. Drug 2: CC1=C(C(=O)C2=C(C1=O)N3CC4C(C3(C2COC(=O)N)OC)N4)N. Cell line: 786-0. Synergy scores: CSS=17.7, Synergy_ZIP=-7.47, Synergy_Bliss=-1.75, Synergy_Loewe=-1.75, Synergy_HSA=-1.60. (6) Drug 1: CC1C(C(CC(O1)OC2CC(OC(C2O)C)OC3=CC4=CC5=C(C(=O)C(C(C5)C(C(=O)C(C(C)O)O)OC)OC6CC(C(C(O6)C)O)OC7CC(C(C(O7)C)O)OC8CC(C(C(O8)C)O)(C)O)C(=C4C(=C3C)O)O)O)O. Drug 2: COC1=C2C(=CC3=C1OC=C3)C=CC(=O)O2. Cell line: IGROV1. Synergy scores: CSS=6.64, Synergy_ZIP=0.0385, Synergy_Bliss=-0.0839, Synergy_Loewe=-34.4, Synergy_HSA=-0.703. (7) Drug 1: CC=C1C(=O)NC(C(=O)OC2CC(=O)NC(C(=O)NC(CSSCCC=C2)C(=O)N1)C(C)C)C(C)C. Drug 2: CS(=O)(=O)OCCCCOS(=O)(=O)C. Cell line: PC-3. Synergy scores: CSS=17.4, Synergy_ZIP=-1.82, Synergy_Bliss=-1.37, Synergy_Loewe=-35.1, Synergy_HSA=-1.45. (8) Drug 1: C(=O)(N)NO. Drug 2: C1=NC2=C(N=C(N=C2N1C3C(C(C(O3)CO)O)F)Cl)N. Cell line: U251. Synergy scores: CSS=4.39, Synergy_ZIP=6.15, Synergy_Bliss=12.5, Synergy_Loewe=5.60, Synergy_HSA=1.17. (9) Drug 1: C1CCN(CC1)CCOC2=CC=C(C=C2)C(=O)C3=C(SC4=C3C=CC(=C4)O)C5=CC=C(C=C5)O. Drug 2: C(CN)CNCCSP(=O)(O)O. Cell line: HS 578T. Synergy scores: CSS=8.36, Synergy_ZIP=-1.55, Synergy_Bliss=4.48, Synergy_Loewe=-1.47, Synergy_HSA=-1.03. (10) Drug 1: C1CC(C1)(C(=O)O)C(=O)O.[NH2-].[NH2-].[Pt+2]. Drug 2: C1=NC(=NC(=O)N1C2C(C(C(O2)CO)O)O)N. Cell line: DU-145. Synergy scores: CSS=39.0, Synergy_ZIP=5.51, Synergy_Bliss=10.7, Synergy_Loewe=0.0304, Synergy_HSA=6.70.